Dataset: NCI-60 drug combinations with 297,098 pairs across 59 cell lines. Task: Regression. Given two drug SMILES strings and cell line genomic features, predict the synergy score measuring deviation from expected non-interaction effect. (1) Drug 1: CC1C(C(CC(O1)OC2CC(CC3=C2C(=C4C(=C3O)C(=O)C5=C(C4=O)C(=CC=C5)OC)O)(C(=O)CO)O)N)O.Cl. Drug 2: CC12CCC3C(C1CCC2=O)CC(=C)C4=CC(=O)C=CC34C. Cell line: COLO 205. Synergy scores: CSS=-8.73, Synergy_ZIP=4.60, Synergy_Bliss=2.03, Synergy_Loewe=-9.83, Synergy_HSA=-9.11. (2) Drug 1: C1=NC2=C(N1)C(=S)N=CN2. Drug 2: C1=NC2=C(N=C(N=C2N1C3C(C(C(O3)CO)O)F)Cl)N. Cell line: SF-295. Synergy scores: CSS=-3.29, Synergy_ZIP=-2.60, Synergy_Bliss=-4.87, Synergy_Loewe=-9.45, Synergy_HSA=-8.39. (3) Drug 1: CCC1=CC2CC(C3=C(CN(C2)C1)C4=CC=CC=C4N3)(C5=C(C=C6C(=C5)C78CCN9C7C(C=CC9)(C(C(C8N6C)(C(=O)OC)O)OC(=O)C)CC)OC)C(=O)OC.C(C(C(=O)O)O)(C(=O)O)O. Drug 2: CC1=C(C(CCC1)(C)C)C=CC(=CC=CC(=CC(=O)O)C)C. Cell line: SF-539. Synergy scores: CSS=46.7, Synergy_ZIP=-1.90, Synergy_Bliss=1.17, Synergy_Loewe=2.95, Synergy_HSA=4.18. (4) Drug 1: CC1C(C(CC(O1)OC2CC(CC3=C2C(=C4C(=C3O)C(=O)C5=C(C4=O)C(=CC=C5)OC)O)(C(=O)C)O)N)O.Cl. Drug 2: CC1=C(C(=CC=C1)Cl)NC(=O)C2=CN=C(S2)NC3=CC(=NC(=N3)C)N4CCN(CC4)CCO. Cell line: A549. Synergy scores: CSS=55.8, Synergy_ZIP=-4.19, Synergy_Bliss=1.46, Synergy_Loewe=-1.43, Synergy_HSA=4.14. (5) Drug 1: CCC1(CC2CC(C3=C(CCN(C2)C1)C4=CC=CC=C4N3)(C5=C(C=C6C(=C5)C78CCN9C7C(C=CC9)(C(C(C8N6C)(C(=O)OC)O)OC(=O)C)CC)OC)C(=O)OC)O.OS(=O)(=O)O. Drug 2: B(C(CC(C)C)NC(=O)C(CC1=CC=CC=C1)NC(=O)C2=NC=CN=C2)(O)O. Cell line: CCRF-CEM. Synergy scores: CSS=84.7, Synergy_ZIP=8.75, Synergy_Bliss=7.90, Synergy_Loewe=5.94, Synergy_HSA=7.43. (6) Drug 1: C1=CC(=CC=C1CCC2=CNC3=C2C(=O)NC(=N3)N)C(=O)NC(CCC(=O)O)C(=O)O. Drug 2: C1=CC=C(C(=C1)C(C2=CC=C(C=C2)Cl)C(Cl)Cl)Cl. Cell line: HOP-62. Synergy scores: CSS=27.6, Synergy_ZIP=0.943, Synergy_Bliss=4.00, Synergy_Loewe=-47.3, Synergy_HSA=4.05.